Task: Predict the reactants needed to synthesize the given product.. Dataset: Full USPTO retrosynthesis dataset with 1.9M reactions from patents (1976-2016) Given the product [CH2:34]([N:26]1[C:27](=[O:28])[N:23]([C:20]2[CH:21]=[CH:22][C:17]([N:14]3[CH2:13][CH2:12][N:11]([C:8]4[CH:9]=[CH:10][C:5]([O:4][CH2:3][O:2][CH3:1])=[CH:6][CH:7]=4)[CH2:16][CH2:15]3)=[CH:18][CH:19]=2)[CH:24]=[N:25]1)[CH2:35][C:30]#[C:31][CH2:32][CH3:33], predict the reactants needed to synthesize it. The reactants are: [CH3:1][O:2][CH2:3][O:4][C:5]1[CH:10]=[CH:9][C:8]([N:11]2[CH2:16][CH2:15][N:14]([C:17]3[CH:22]=[CH:21][C:20]([N:23]4[C:27](=[O:28])[NH:26][N:25]=[CH:24]4)=[CH:19][CH:18]=3)[CH2:13][CH2:12]2)=[CH:7][CH:6]=1.C[C:30]1[CH:35]=[CH:34][C:33](S(OCCC#CCC)(=O)=O)=[CH:32][CH:31]=1.C([O-])([O-])=O.[K+].[K+].C1OCCOCCOCCOCCOCCOC1.